This data is from Reaction yield outcomes from USPTO patents with 853,638 reactions. The task is: Predict the reaction yield, written as a fraction of the theoretical maximum amount of product (1.0 means a 100% yield; for example, 0.34 means a 34% yield). The reactants are [NH:1]1[CH:5]=[C:4]([N:6]2[C:14](=[O:15])[C:13]3[C:8](=[CH:9][CH:10]=[CH:11][CH:12]=3)[C:7]2=[O:16])[CH:3]=[N:2]1.Cl[CH2:18][C:19]1[C:20]([CH3:25])=[N:21][O:22][C:23]=1[CH3:24].C(=O)([O-])[O-].[Cs+].[Cs+]. The catalyst is CN(C=O)C.O. The product is [CH3:25][C:20]1[C:19]([CH2:18][N:1]2[CH:5]=[C:4]([N:6]3[C:14](=[O:15])[C:13]4[C:8](=[CH:9][CH:10]=[CH:11][CH:12]=4)[C:7]3=[O:16])[CH:3]=[N:2]2)=[C:23]([CH3:24])[O:22][N:21]=1. The yield is 0.380.